This data is from Forward reaction prediction with 1.9M reactions from USPTO patents (1976-2016). The task is: Predict the product of the given reaction. (1) Given the reactants [CH2:1]([C@@H:8]1[CH2:12][O:11][C:10](=[O:13])[N:9]1[C:14](=[O:35])[C@H:15]([CH2:19][C:20]1[C:25]([Cl:26])=[CH:24][C:23]([C:27]2[CH:32]=[CH:31][C:30]([F:33])=[CH:29][CH:28]=2)=[CH:22][C:21]=1[Cl:34])[CH2:16][CH:17]=C)[C:2]1[CH:7]=[CH:6][CH:5]=[CH:4][CH:3]=1.[O:36]=[O+][O-].CSC, predict the reaction product. The product is: [CH2:1]([C@@H:8]1[CH2:12][O:11][C:10](=[O:13])[N:9]1[C:14](=[O:35])[C@H:15]([CH2:19][C:20]1[C:25]([Cl:26])=[CH:24][C:23]([C:27]2[CH:28]=[CH:29][C:30]([F:33])=[CH:31][CH:32]=2)=[CH:22][C:21]=1[Cl:34])[CH2:16][CH:17]=[O:36])[C:2]1[CH:3]=[CH:4][CH:5]=[CH:6][CH:7]=1. (2) Given the reactants [Cl:1][C:2]1[CH:7]=[CH:6][C:5]([NH:8][C:9](=[O:28])[NH:10][C:11]2[CH:26]=[CH:25][C:14]([O:15][C:16]3[CH:21]=[CH:20][N:19]=[C:18]([C:22]([OH:24])=[O:23])[CH:17]=3)=[CH:13][C:12]=2[F:27])=[CH:4][C:3]=1[C:29]([F:32])([F:31])[F:30].S(=O)(=O)(O)O.[CH3:38]O, predict the reaction product. The product is: [Cl:1][C:2]1[CH:7]=[CH:6][C:5]([NH:8][C:9](=[O:28])[NH:10][C:11]2[CH:26]=[CH:25][C:14]([O:15][C:16]3[CH:21]=[CH:20][N:19]=[C:18]([C:22]([O:24][CH3:38])=[O:23])[CH:17]=3)=[CH:13][C:12]=2[F:27])=[CH:4][C:3]=1[C:29]([F:31])([F:32])[F:30]. (3) The product is: [C@@H:2]1([N:10]2[CH:11]=[N:12][C:13]3[C:14]4=[N:15][CH:21]=[CH:22][N:16]4[CH:17]=[N:18][C:19]2=3)[O:9][C@H:6]([CH2:7][OH:8])[C@@H:4]([OH:5])[CH2:3]1. Given the reactants O.[C@@H:2]1([N:10]2[C:19]3[N:18]=[CH:17][N:16]=[C:14]([NH2:15])[C:13]=3[N:12]=[CH:11]2)[O:9][C@H:6]([CH2:7][OH:8])[C@@H:4]([OH:5])[CH2:3]1.Cl[CH2:21][CH:22]=O.CCOC(C)=O.CO.CO, predict the reaction product. (4) Given the reactants [Br:1][C:2]1[CH:7]=[CH:6][C:5]([C:8]([C:12]2[CH:17]=[CH:16][C:15]([Br:18])=[CH:14][CH:13]=2)=[CH:9][CH2:10]Cl)=[CH:4][CH:3]=1.[OH:19][C:20]1[CH:31]=[CH:30][C:23]([O:24][CH2:25][C:26]([O:28][CH3:29])=[O:27])=[C:22]([CH3:32])[CH:21]=1.C(#N)C.C(=O)([O-])[O-].[Cs+].[Cs+], predict the reaction product. The product is: [Br:1][C:2]1[CH:7]=[CH:6][C:5]([C:8]([C:12]2[CH:17]=[CH:16][C:15]([Br:18])=[CH:14][CH:13]=2)=[CH:9][CH2:10][O:19][C:20]2[CH:31]=[CH:30][C:23]([O:24][CH2:25][C:26]([O:28][CH3:29])=[O:27])=[C:22]([CH3:32])[CH:21]=2)=[CH:4][CH:3]=1.